Predict the product of the given reaction. From a dataset of Forward reaction prediction with 1.9M reactions from USPTO patents (1976-2016). (1) Given the reactants [CH3:1][S-:2].[Na+].Br[C:5]1[CH:10]=[CH:9][C:8]([Br:11])=[CH:7][N:6]=1, predict the reaction product. The product is: [Br:11][C:8]1[CH:9]=[CH:10][C:5]([S:2][CH3:1])=[N:6][CH:7]=1. (2) Given the reactants Cl[C:2]1[C:3]([CH:5]=[C:6]([NH:10][C:11]2[C:20]3[C:15](=[CH:16][C:17]([O:23][CH2:24][CH2:25][O:26][CH3:27])=[C:18]([O:21][CH3:22])[CH:19]=3)[N:14]=[CH:13][N:12]=2)[C:7](=[O:9])[CH:8]=1)=[O:4].[C:28]1([OH:34])[CH:33]=[CH:32][CH:31]=[CH:30][CH:29]=1, predict the reaction product. The product is: [CH3:22][O:21][C:18]1[CH:19]=[C:20]2[C:15](=[CH:16][C:17]=1[O:23][CH2:24][CH2:25][O:26][CH3:27])[N:14]=[CH:13][N:12]=[C:11]2[NH:10][C:6]1[C:7]([CH:8]=[C:2]([O:34][C:28]2[CH:33]=[CH:32][CH:31]=[CH:30][CH:29]=2)[C:3](=[O:4])[CH:5]=1)=[O:9]. (3) The product is: [CH3:1][CH2:2][CH2:3][CH2:4][CH:5]([OH:23])/[CH:6]=[CH:7]\[CH2:8]/[CH:9]=[CH:10]\[CH2:11]/[CH:12]=[CH:13]\[CH2:14]/[CH:15]=[CH:16]\[CH2:17][CH2:18][CH2:19][C:20]([OH:22])=[O:21]. Given the reactants [CH3:1][CH2:2][CH2:3][CH2:4][CH:5]([OH:23])[CH:6]=[CH:7][CH2:8][CH:9]=[CH:10][CH2:11][CH:12]=[CH:13][CH2:14][CH:15]=[CH:16][CH2:17][CH2:18][CH2:19][C:20]([OH:22])=[O:21].CCCC[C@@H](O)/C=C\C/C=C\C/C=C\C/C=C\CCCC(O)=O.C(CCO)CC/C=C\C/C=C\C/C=C\C/C=C\CCCC(O)=O, predict the reaction product. (4) The product is: [NH2:26][CH:23]1[CH2:22][CH2:21][N:20]([CH2:18][C:8]2[C:9]3[C:10](=[N:11][CH:12]=[C:13]([C:15]#[N:16])[CH:14]=3)[NH:17][C:7]=2[C:1]2[CH:6]=[CH:5][CH:4]=[CH:3][CH:2]=2)[CH2:25][CH2:24]1. Given the reactants [C:1]1([C:7]2[NH:17][C:10]3=[N:11][CH:12]=[C:13]([C:15]#[N:16])[CH:14]=[C:9]3[CH:8]=2)[CH:6]=[CH:5][CH:4]=[CH:3][CH:2]=1.[CH2:18]=O.[NH:20]1[CH2:25][CH2:24][CH:23]([NH:26]C(=O)OC(C)(C)C)[CH2:22][CH2:21]1.Cl, predict the reaction product. (5) Given the reactants Cl[C:2]1[CH:10]=[C:9](Cl)[CH:8]=[C:7]2[C:3]=1[C:4]([C:12]([OH:14])=[O:13])=[CH:5][NH:6]2.N1[C:23]2[C:18](=CC=CC=2)[CH:17]=C1, predict the reaction product. The product is: [CH:23]1([C:2]2[CH:10]=[CH:9][CH:8]=[C:7]3[C:3]=2[C:4]([C:12]([OH:14])=[O:13])=[CH:5][NH:6]3)[CH2:18][CH2:17]1. (6) Given the reactants [CH:1]([C:3]1[C:11]2[C:6](=[CH:7][C:8]([C:12]([O:14][CH2:15][CH3:16])=[O:13])=[CH:9][CH:10]=2)[NH:5][C:4]=1[CH:17]([CH3:19])[CH3:18])=[O:2].[H-].[Na+].Br[CH2:23][C:24]1[CH:25]=[N:26][CH:27]=[CH:28][CH:29]=1, predict the reaction product. The product is: [CH:1]([C:3]1[C:11]2[C:6](=[CH:7][C:8]([C:12]([O:14][CH2:15][CH3:16])=[O:13])=[CH:9][CH:10]=2)[N:5]([CH2:23][C:24]2[CH:25]=[N:26][CH:27]=[CH:28][CH:29]=2)[C:4]=1[CH:17]([CH3:18])[CH3:19])=[O:2]. (7) Given the reactants [CH2:1]([N:5]([CH:11]([CH3:13])[CH3:12])[C:6](=[O:10])[O:7][CH2:8]Cl)[CH:2]([CH3:4])[CH3:3].[OH:14][C@@H:15]([C@H:17]1[C:37](=[O:38])[N:19]2[C:20]([C:34]([O-:36])=[O:35])=[C:21]([S:24]/[CH:25]=[CH:26]\[C:27]3[S:31][CH:30]=[N:29][C:28]=3[CH2:32][OH:33])[C@H:22]([CH3:23])[C@H:18]12)[CH3:16].[Na+], predict the reaction product. The product is: [OH:14][C@@H:15]([C@H:17]1[C:37](=[O:38])[N:19]2[C:20]([C:34]([O:36][CH2:8][O:7][C:6]([N:5]([CH2:1][CH:2]([CH3:4])[CH3:3])[CH:11]([CH3:13])[CH3:12])=[O:10])=[O:35])=[C:21]([S:24]/[CH:25]=[CH:26]\[C:27]3[S:31][CH:30]=[N:29][C:28]=3[CH2:32][OH:33])[C@H:22]([CH3:23])[C@H:18]12)[CH3:16]. (8) The product is: [CH3:1][O:2][CH2:3][CH2:4][N:12]1[CH2:13][CH2:14][N:9]([C:15]2[S:16][CH:17]=[C:18]([C:20]3[CH:21]=[CH:22][C:23]([C:24]([OH:26])=[O:25])=[CH:27][CH:28]=3)[N:19]=2)[CH2:10][CH2:11]1. Given the reactants [CH3:1][O:2][C:3](OC)(OC)[CH3:4].[N:9]1([C:15]2[S:16][CH:17]=[C:18]([C:20]3[CH:28]=[CH:27][C:23]([C:24]([OH:26])=[O:25])=[CH:22][CH:21]=3)[N:19]=2)[CH2:14][CH2:13][NH:12][CH2:11][CH2:10]1.C([BH3-])#N.[Na+], predict the reaction product. (9) Given the reactants C(OC(=O)[NH:7][CH:8]([C:33](=[O:44])[NH:34][C@H:35]([CH3:43])[CH2:36][C:37]1[CH:42]=[CH:41][CH:40]=[CH:39][CH:38]=1)[CH2:9][CH2:10][CH2:11][NH:12]/[C:13](/[NH2:32])=[N:14]/[S:15]([C:18]1[C:19]([CH3:31])=[C:20]([CH3:30])[C:21]2[O:25][C:24]([CH3:27])([CH3:26])[CH2:23][C:22]=2[C:28]=1[CH3:29])(=[O:17])=[O:16])(C)(C)C.Cl.O1CCOCC1.CCOCC, predict the reaction product. The product is: [CH3:43][C@@H:35]([NH:34][C:33](=[O:44])[CH:8]([NH2:7])[CH2:9][CH2:10][CH2:11][NH:12]/[C:13](/[NH2:32])=[N:14]/[S:15]([C:18]1[C:19]([CH3:31])=[C:20]([CH3:30])[C:21]2[O:25][C:24]([CH3:27])([CH3:26])[CH2:23][C:22]=2[C:28]=1[CH3:29])(=[O:17])=[O:16])[CH2:36][C:37]1[CH:42]=[CH:41][CH:40]=[CH:39][CH:38]=1. (10) Given the reactants [Cl:1][C:2]1[CH:7]=[CH:6][CH:5]=[C:4]([Cl:8])[C:3]=1[NH:9][C:10]1[S:11][CH2:12][C:13](=[O:15])[N:14]=1.[NH:16]1[CH2:21][CH2:20][CH2:19][CH2:18][CH2:17]1.[CH2:22](O)[CH3:23], predict the reaction product. The product is: [Cl:8][C:4]1[CH:5]=[CH:6][CH:7]=[C:2]([Cl:1])[C:3]=1[NH:9][C:10]1[S:11]/[C:12](=[CH:5]\[C:6]2[CH:7]=[CH:2][C:3]3[N:9]=[CH:10][N:14]([CH2:13][CH2:12][C:18]4[CH:17]=[N:16][CH:21]=[CH:20][CH:19]=4)[C:23]=3[CH:22]=2)/[C:13](=[O:15])[N:14]=1.